Dataset: Reaction yield outcomes from USPTO patents with 853,638 reactions. Task: Predict the reaction yield, written as a fraction of the theoretical maximum amount of product (1.0 means a 100% yield; for example, 0.34 means a 34% yield). The reactants are Cl[C:2]1[N:7]=[C:6]([Cl:8])[N:5]=[C:4]([CH2:9][C:10]2[CH:15]=[CH:14][C:13]([Cl:16])=[CH:12][CH:11]=2)[N:3]=1.[CH3:17][O:18][C:19]1[CH:20]=[C:21]([NH2:31])[CH:22]=[CH:23][C:24]=1[N:25]1[CH:29]=[C:28]([CH3:30])[N:27]=[CH:26]1.C(N(CC)CC)C. The catalyst is CO. The product is [Cl:8][C:6]1[N:5]=[C:4]([CH2:9][C:10]2[CH:15]=[CH:14][C:13]([Cl:16])=[CH:12][CH:11]=2)[N:3]=[C:2]([NH:31][C:21]2[CH:22]=[CH:23][C:24]([N:25]3[CH:29]=[C:28]([CH3:30])[N:27]=[CH:26]3)=[C:19]([O:18][CH3:17])[CH:20]=2)[N:7]=1. The yield is 0.400.